From a dataset of Forward reaction prediction with 1.9M reactions from USPTO patents (1976-2016). Predict the product of the given reaction. Given the reactants [F:1][C:2]1[CH:3]=[C:4]([NH:21][C:22]([C:24]2[C:25](=[O:40])[N:26]([C:34]3[CH:39]=[CH:38][CH:37]=[CH:36][CH:35]=3)[N:27]([CH2:30][CH:31]([OH:33])[CH3:32])[C:28]=2[CH3:29])=[O:23])[CH:5]=[CH:6][C:7]=1[O:8][C:9]1[C:18]2[C:13](=[CH:14][C:15]([O:19][CH3:20])=[CH:16][CH:17]=2)[N:12]=[CH:11][CH:10]=1.[C:41]([N:51]([CH2:53][C:54](O)=[O:55])[CH3:52])([O:43][CH2:44][C:45]1[CH:50]=[CH:49][CH:48]=[CH:47][CH:46]=1)=[O:42].C(Cl)CCl, predict the reaction product. The product is: [CH2:44]([O:43][C:41]([N:51]([CH3:52])[CH2:53][C:54]([O:33][C@H:31]([CH3:32])[CH2:30][N:27]1[C:28]([CH3:29])=[C:24]([C:22](=[O:23])[NH:21][C:4]2[CH:5]=[CH:6][C:7]([O:8][C:9]3[C:18]4[C:13](=[CH:14][C:15]([O:19][CH3:20])=[CH:16][CH:17]=4)[N:12]=[CH:11][CH:10]=3)=[C:2]([F:1])[CH:3]=2)[C:25](=[O:40])[N:26]1[C:34]1[CH:35]=[CH:36][CH:37]=[CH:38][CH:39]=1)=[O:55])=[O:42])[C:45]1[CH:50]=[CH:49][CH:48]=[CH:47][CH:46]=1.